From a dataset of Full USPTO retrosynthesis dataset with 1.9M reactions from patents (1976-2016). Predict the reactants needed to synthesize the given product. (1) Given the product [Cl:1][C:2]1[CH:7]=[C:6]2[NH:8][C:9](=[O:43])[C@@:10]3([C@H:14]([CH2:15][C:16]([CH3:20])([CH3:19])[CH2:17][F:18])[NH:13][C@@H:12]([C:21]([O:23][C:24]4[CH:32]=[CH:31][C:27]([C:28](=[O:30])[NH2:46])=[CH:26][C:25]=4[O:33][CH3:34])=[O:22])[C@@H:11]3[C:35]3[CH:40]=[CH:39][CH:38]=[C:37]([Cl:41])[C:36]=3[F:42])[C:5]2=[CH:4][CH:3]=1, predict the reactants needed to synthesize it. The reactants are: [Cl:1][C:2]1[CH:7]=[C:6]2[NH:8][C:9](=[O:43])[C@@:10]3([C@H:14]([CH2:15][C:16]([CH3:20])([CH3:19])[CH2:17][F:18])[NH:13][C@@H:12]([C:21]([O:23][C:24]4[CH:32]=[CH:31][C:27]([C:28]([OH:30])=O)=[CH:26][C:25]=4[O:33][CH3:34])=[O:22])[C@@H:11]3[C:35]3[CH:40]=[CH:39][CH:38]=[C:37]([Cl:41])[C:36]=3[F:42])[C:5]2=[CH:4][CH:3]=1.C1N=C[N:46](C(N2C=NC=C2)=O)C=1.N. (2) Given the product [CH2:28]([O:30][C:31]([C:32]1[NH:55][N:56]=[C:34]([C:35]2[S:39][C:38]([C:40]3[CH:45]=[CH:44][CH:43]=[CH:42][CH:41]=3)=[N:37][CH:36]=2)[C:33]=1[CH3:47])=[O:49])[CH3:29], predict the reactants needed to synthesize it. The reactants are: CC(OI1(OC(C)=O)(OC(C)=O)OC(=O)C2C=CC=CC1=2)=O.C(O)(C)(C)C.[CH2:28]([O:30][C:31](=[O:49])[CH:32](O)[CH:33]([CH3:47])[C:34](=O)[C:35]1[S:39][C:38]([C:40]2[CH:45]=[CH:44][CH:43]=[CH:42][CH:41]=2)=[N:37][CH:36]=1)[CH3:29].C(O)(=O)C.O.[NH2:55][NH2:56].